The task is: Predict the product of the given reaction.. This data is from Forward reaction prediction with 1.9M reactions from USPTO patents (1976-2016). (1) Given the reactants Cl[Si:2]([CH3:22])([CH3:21])[CH:3]1[C:14]2[C:6](=[CH:7][C:8]3[CH2:9][CH2:10][CH2:11][C:12]=3[CH:13]=2)[C:5]([C:15]2[CH:20]=[CH:19][CH:18]=[CH:17][CH:16]=2)=[CH:4]1.CCN(CC)CC.[C:30]([NH2:34])([CH3:33])([CH3:32])[CH3:31], predict the reaction product. The product is: [CH3:31][C:30]([NH:34][Si:2]([CH3:22])([CH3:21])[CH:3]1[C:14]2[C:6](=[CH:7][C:8]3[CH2:9][CH2:10][CH2:11][C:12]=3[CH:13]=2)[C:5]([C:15]2[CH:20]=[CH:19][CH:18]=[CH:17][CH:16]=2)=[CH:4]1)([CH3:33])[CH3:32]. (2) Given the reactants [CH2:1]([CH2:3][NH2:4])[OH:2].C([O-])([O-])=O.[Na+].[Na+].[N+:11]([C:14]1[CH:19]=[CH:18][CH:17]=[CH:16][C:15]=1[S:20](Cl)(=[O:22])=[O:21])([O-:13])=[O:12].C(Cl)Cl, predict the reaction product. The product is: [OH:2][CH2:1][CH2:3][NH:4][S:20]([C:15]1[CH:16]=[CH:17][CH:18]=[CH:19][C:14]=1[N+:11]([O-:13])=[O:12])(=[O:21])=[O:22]. (3) Given the reactants Cl.Cl.[OH:3][C@H:4]([C:17]1[C:18]([CH3:27])=[C:19]2[C:23](=[CH:24][CH:25]=1)[C:22](=[O:26])[O:21][CH2:20]2)[CH2:5][N:6]1[CH2:11][CH2:10][C:9]2([CH2:16][CH2:15][NH:14][CH2:13][CH2:12]2)[CH2:8][CH2:7]1.C(=O)([O-])[O-].[Cs+].[Cs+].Cl[C:35]1[N:40]=[N:39][C:38]([C:41]#[N:42])=[CH:37][CH:36]=1.C1(P(C2C=CC=CC=2)C2C3OC4C(=CC=CC=4P(C4C=CC=CC=4)C4C=CC=CC=4)C(C)(C)C=3C=CC=2)C=CC=CC=1, predict the reaction product. The product is: [OH:3][C@H:4]([C:17]1[C:18]([CH3:27])=[C:19]2[C:23](=[CH:24][CH:25]=1)[C:22](=[O:26])[O:21][CH2:20]2)[CH2:5][N:6]1[CH2:11][CH2:10][C:9]2([CH2:12][CH2:13][N:14]([C:35]3[N:40]=[N:39][C:38]([C:41]#[N:42])=[CH:37][CH:36]=3)[CH2:15][CH2:16]2)[CH2:8][CH2:7]1. (4) Given the reactants [C:1]([C:4]1[CH:5]=[C:6]([NH:11][S:12]([CH3:15])(=[O:14])=[O:13])[CH:7]=[CH:8][C:9]=1[Cl:10])(=[O:3])[CH3:2].[Br:16]Br, predict the reaction product. The product is: [Br:16][CH2:2][C:1]([C:4]1[CH:5]=[C:6]([NH:11][S:12]([CH3:15])(=[O:13])=[O:14])[CH:7]=[CH:8][C:9]=1[Cl:10])=[O:3]. (5) Given the reactants [C:1]1([C:7]2[C:12]([NH2:13])=[CH:11][C:10]([C:14]3[CH2:19][CH2:18][CH2:17][CH2:16][CH:15]=3)=[CH:9][N:8]=2)[CH2:6][CH2:5][CH2:4][CH2:3][CH:2]=1.Br[C:21]1[C:30]2[C:25](=[CH:26][C:27]([F:32])=[CH:28][C:29]=2[F:31])[N:24]=[C:23]([C:33]2[CH:38]=[CH:37][CH:36]=[CH:35][N:34]=2)[C:22]=1[CH3:39].C1(P(C2CCCCC2)C2(C(C)C)CC(C(C)C)=CC(C(C)C)=C2C2C=CC=CC=2)CCCCC1.CC(C)([O-])C.[Na+], predict the reaction product. The product is: [C:1]1([C:7]2[C:12]([NH:13][C:21]3[C:30]4[C:25](=[CH:26][C:27]([F:32])=[CH:28][C:29]=4[F:31])[N:24]=[C:23]([C:33]4[CH:38]=[CH:37][CH:36]=[CH:35][N:34]=4)[C:22]=3[CH3:39])=[CH:11][C:10]([C:14]3[CH2:19][CH2:18][CH2:17][CH2:16][CH:15]=3)=[CH:9][N:8]=2)[CH2:6][CH2:5][CH2:4][CH2:3][CH:2]=1.